Dataset: Forward reaction prediction with 1.9M reactions from USPTO patents (1976-2016). Task: Predict the product of the given reaction. (1) Given the reactants [CH2:1]([OH:12])[CH2:2][C:3]1[CH:11]=[CH:10][C:8]([OH:9])=[C:5]([O:6][CH3:7])[CH:4]=1.O(C)[Na].Br[CH2:17][CH2:18][CH2:19][CH2:20][C:21]1[CH:26]=[CH:25][CH:24]=[CH:23][CH:22]=1, predict the reaction product. The product is: [CH3:7][O:6][C:5]1[CH:4]=[C:3]([CH2:2][CH2:1][OH:12])[CH:11]=[CH:10][C:8]=1[O:9][CH2:17][CH2:18][CH2:19][CH2:20][C:21]1[CH:26]=[CH:25][CH:24]=[CH:23][CH:22]=1. (2) Given the reactants CN(C)[CH:3]=[CH:4][C:5]([C:7]1[CH:8]=[C:9]([NH:13][C:14](=[O:25])[C:15]2[CH:20]=[CH:19][CH:18]=[C:17]([C:21]([F:24])([F:23])[F:22])[CH:16]=2)[CH:10]=[CH:11][CH:12]=1)=O.[NH2:27][C:28]1[NH:32][N:31]=[C:30]([C:33]2[CH:38]=[CH:37][N:36]=[C:35]([NH:39][C:40](=[O:45])[C:41]([CH3:44])([CH3:43])[CH3:42])[CH:34]=2)[CH:29]=1, predict the reaction product. The product is: [CH3:43][C:41]([CH3:42])([CH3:44])[C:40]([NH:39][C:35]1[CH:34]=[C:33]([C:30]2[CH:29]=[C:28]3[N:27]=[CH:3][CH:4]=[C:5]([C:7]4[CH:8]=[C:9]([NH:13][C:14](=[O:25])[C:15]5[CH:20]=[CH:19][CH:18]=[C:17]([C:21]([F:22])([F:23])[F:24])[CH:16]=5)[CH:10]=[CH:11][CH:12]=4)[N:32]3[N:31]=2)[CH:38]=[CH:37][N:36]=1)=[O:45]. (3) The product is: [CH3:13][O:14][C:15](=[O:41])/[CH:16]=[CH:17]/[C:18]1[CH:19]=[C:20]2[C:37](=[CH:38][CH:39]=1)[O:36][C:23]1([CH2:24][CH2:25][N:26]([CH2:2][CH2:3][C:4]3[C:12]4[C:7](=[CH:8][CH:9]=[CH:10][CH:11]=4)[NH:6][CH:5]=3)[CH2:27][CH2:28]1)[CH2:22][C:21]2=[O:40]. Given the reactants Br[CH2:2][CH2:3][C:4]1[C:12]2[C:7](=[CH:8][CH:9]=[CH:10][CH:11]=2)[NH:6][CH:5]=1.[CH3:13][O:14][C:15](=[O:41])/[CH:16]=[CH:17]/[C:18]1[CH:19]=[C:20]2[C:37](=[CH:38][CH:39]=1)[O:36][C:23]1([CH2:28][CH2:27][N:26](C(OC(C)(C)C)=O)[CH2:25][CH2:24]1)[CH2:22][C:21]2=[O:40], predict the reaction product. (4) Given the reactants Cl[C:2]1[C:11]2[C:6](=[CH:7][CH:8]=[C:9]3[S:14](=[O:16])(=[O:15])[CH2:13][CH2:12][C:10]3=2)[N:5]=[CH:4][C:3]=1[C:17]([O:19][CH2:20][CH3:21])=[O:18].[N:22]1([CH2:28][CH2:29][NH2:30])[CH2:27][CH2:26][O:25][CH2:24][CH2:23]1, predict the reaction product. The product is: [N:22]1([CH2:28][CH2:29][NH:30][C:2]2[C:11]3[C:6](=[CH:7][CH:8]=[C:9]4[S:14](=[O:16])(=[O:15])[CH2:13][CH2:12][C:10]4=3)[N:5]=[CH:4][C:3]=2[C:17]([O:19][CH2:20][CH3:21])=[O:18])[CH2:27][CH2:26][O:25][CH2:24][CH2:23]1. (5) Given the reactants [CH3:1][NH:2][CH3:3].Cl[S:5]([C:8]1[CH:13]=[CH:12][C:11]([CH2:14][C:15]([OH:17])=[O:16])=[CH:10][CH:9]=1)(=[O:7])=[O:6], predict the reaction product. The product is: [CH3:1][N:2]([CH3:3])[S:5]([C:8]1[CH:9]=[CH:10][C:11]([CH2:14][C:15]([OH:17])=[O:16])=[CH:12][CH:13]=1)(=[O:7])=[O:6]. (6) Given the reactants O[CH2:2][C@H:3]1[NH:8][CH2:7][CH2:6][N:5]([C:9]([O:11][CH2:12][C:13]2[CH:18]=[CH:17][CH:16]=[CH:15][CH:14]=2)=[O:10])[CH2:4]1.[C:19]([C:21]1[CH:26]=[CH:25][C:24]([NH:27][C:28](=O)[O:29]C2C=CC=CC=2)=[CH:23][C:22]=1[C:37]([F:40])([F:39])[F:38])#[N:20].C1C=CC(P(C2C=CC=CC=2)C2C=CC=CC=2)=CC=1.CC(OC(/N=N/C(OC(C)C)=O)=O)C, predict the reaction product. The product is: [C:19]([C:21]1[CH:26]=[CH:25][C:24]([N:27]2[CH2:2][C@@H:3]3[CH2:4][N:5]([C:9]([O:11][CH2:12][C:13]4[CH:18]=[CH:17][CH:16]=[CH:15][CH:14]=4)=[O:10])[CH2:6][CH2:7][N:8]3[C:28]2=[O:29])=[CH:23][C:22]=1[C:37]([F:38])([F:39])[F:40])#[N:20]. (7) Given the reactants [H-].[Na+].[N:3]1[C:12]2[C:7](=[CH:8][CH:9]=[CH:10][C:11]=2[OH:13])[CH:6]=[CH:5][CH:4]=1.Br[CH:15]([CH3:21])[C:16]([O:18][CH2:19][CH3:20])=[O:17], predict the reaction product. The product is: [N:3]1[C:12]2[C:7](=[CH:8][CH:9]=[CH:10][C:11]=2[O:13][CH:15]([CH3:21])[C:16]([O:18][CH2:19][CH3:20])=[O:17])[CH:6]=[CH:5][CH:4]=1.